Dataset: Full USPTO retrosynthesis dataset with 1.9M reactions from patents (1976-2016). Task: Predict the reactants needed to synthesize the given product. (1) The reactants are: Br[C:2]1[CH:3]=[C:4](NC)[CH:5]=[N:6][CH:7]=1.[Cl:10][C:11]1[CH:12]=[C:13]2[C:17](=[CH:18][CH:19]=1)[C:16](=[O:20])[NH:15][C:14]2([CH3:22])[CH3:21].C([O-])([O-])=O.[Cs+].[Cs+].[NH2:29][C@H:30]1CCCC[C@@H]1N. Given the product [NH2:29][CH2:30][C:4]1[CH:3]=[C:2]([N:15]2[C:14]([CH3:22])([CH3:21])[C:13]3[C:17](=[CH:18][CH:19]=[C:11]([Cl:10])[CH:12]=3)[C:16]2=[O:20])[CH:7]=[N:6][CH:5]=1, predict the reactants needed to synthesize it. (2) Given the product [C:23]([O:27][C:28](=[O:47])[CH2:29][O:30][C:31]1[CH:36]=[CH:35][C:34]([S:37][C:38]2[CH:43]=[CH:42][C:41]([CH2:44][N:20]3[CH2:19][CH2:18][CH:17]([N:6]4[CH:5]([CH2:1][CH2:2][CH2:3][CH3:4])[CH2:9][N:8]([CH:10]5[CH2:11][CH2:12][O:13][CH2:14][CH2:15]5)[C:7]4=[O:16])[CH2:22][CH2:21]3)=[C:40]([CH3:46])[N:39]=2)=[CH:33][CH:32]=1)([CH3:26])([CH3:25])[CH3:24], predict the reactants needed to synthesize it. The reactants are: [CH2:1]([CH:5]1[CH2:9][N:8]([CH:10]2[CH2:15][CH2:14][O:13][CH2:12][CH2:11]2)[C:7](=[O:16])[N:6]1[CH:17]1[CH2:22][CH2:21][NH:20][CH2:19][CH2:18]1)[CH2:2][CH2:3][CH3:4].[C:23]([O:27][C:28](=[O:47])[CH2:29][O:30][C:31]1[CH:36]=[CH:35][C:34]([S:37][C:38]2[CH:43]=[CH:42][C:41]([CH:44]=O)=[C:40]([CH3:46])[N:39]=2)=[CH:33][CH:32]=1)([CH3:26])([CH3:25])[CH3:24].C(O[BH-](OC(=O)C)OC(=O)C)(=O)C.[Na+]. (3) Given the product [CH:32]1([C:24]2[C:23]([NH:11][C@@H:12]3[C:20]4[C:15](=[CH:16][CH:17]=[CH:18][CH:19]=4)[CH2:14][C@@H:13]3[OH:21])=[N:28][C:27]([CH:29]3[CH2:31][CH2:30]3)=[CH:26][N:25]=2)[CH2:34][CH2:33]1, predict the reactants needed to synthesize it. The reactants are: C(C1C([NH:11][C@@H:12]2[C:20]3[C:15](=[CH:16][CH:17]=[CH:18][CH:19]=3)[CH2:14][C@@H:13]2[OH:21])=NC(CC)=CN=1)C.Cl[C:23]1[C:24]([CH:32]2[CH2:34][CH2:33]2)=[N:25][CH:26]=[C:27]([CH:29]2[CH2:31][CH2:30]2)[N:28]=1. (4) Given the product [OH:29][CH2:31][CH2:32][O:33][C:34]1[CH:11]=[CH:10][C:9]([C:21]2[CH:22]=[C:23]([OH:28])[CH:24]=[C:25]([C:9]3[CH:10]=[CH:11][C:12]([O:13][CH2:14][CH2:15][OH:16])=[CH:17][CH:18]=3)[CH:26]=2)=[CH:18][CH:35]=1, predict the reactants needed to synthesize it. The reactants are: CC1(C)C(C)(C)OB([C:9]2[CH:18]=[CH:17][C:12]([O:13][CH2:14][CH2:15][OH:16])=[CH:11][CH:10]=2)O1.Br[C:21]1[CH:22]=[C:23]([OH:28])[CH:24]=[C:25](Br)[CH:26]=1.[OH2:29].Cl.[CH3:31][CH2:32][O:33][CH2:34][CH3:35].